This data is from Reaction yield outcomes from USPTO patents with 853,638 reactions. The task is: Predict the reaction yield, written as a fraction of the theoretical maximum amount of product (1.0 means a 100% yield; for example, 0.34 means a 34% yield). (1) The reactants are [CH2:1]([O:8][C:9]1[CH:10]=[C:11]2[C:16](=[C:17]([Cl:19])[CH:18]=1)[O:15][CH:14]([C:20]([F:23])([F:22])[F:21])[C:13]([C:24]([O:26]CC)=[O:25])=[CH:12]2)[C:2]1[CH:7]=[CH:6][CH:5]=[CH:4][CH:3]=1. The catalyst is [Cl-].[Na+].O. The product is [CH2:1]([O:8][C:9]1[CH:10]=[C:11]2[C:16](=[C:17]([Cl:19])[CH:18]=1)[O:15][CH:14]([C:20]([F:23])([F:21])[F:22])[C:13]([C:24]([OH:26])=[O:25])=[CH:12]2)[C:2]1[CH:3]=[CH:4][CH:5]=[CH:6][CH:7]=1. The yield is 1.00. (2) The reactants are [N:1]1[CH:6]=[CH:5][CH:4]=[C:3]([NH:7][C:8](=[O:15])OCC(Cl)(Cl)Cl)[CH:2]=1.[F:16][C:17]1[CH:18]=[C:19]([C:23]2[CH:28]=[C:27]([N:29]3[CH2:34][CH2:33][NH:32][CH2:31][CH2:30]3)[N:26]=[CH:25][N:24]=2)[CH:20]=[CH:21][CH:22]=1. The catalyst is C(OCC)(=O)C.CCCCCC. The product is [F:16][C:17]1[CH:18]=[C:19]([C:23]2[N:24]=[CH:25][N:26]=[C:27]([N:29]3[CH2:30][CH2:31][N:32]([C:8]([NH:7][C:3]4[CH:2]=[N:1][CH:6]=[CH:5][CH:4]=4)=[O:15])[CH2:33][CH2:34]3)[CH:28]=2)[CH:20]=[CH:21][CH:22]=1. The yield is 0.430. (3) The reactants are [NH2:1][C:2]1[NH:3][C:4](=O)[C:5]2[N:11]=[C:10]([Cl:12])[CH:9]=[CH:8][C:6]=2[N:7]=1.N12CCCN=C1CCCCC2.F[P-](F)(F)(F)(F)F.N1(O[P+](N(C)C)(N(C)C)N(C)C)C2C=CC=CC=2N=N1.[NH:52]1[CH2:57][CH2:56][NH:55][CH2:54][CH2:53]1. The catalyst is CN(C=O)C. The product is [NH2:1][C:2]1[N:3]=[C:4]([N:52]2[CH2:57][CH2:56][NH:55][CH2:54][CH2:53]2)[C:5]2[N:11]=[C:10]([Cl:12])[CH:9]=[CH:8][C:6]=2[N:7]=1. The yield is 0.540. (4) The reactants are [NH:1]1[CH2:6][CH2:5][CH2:4][C@@H:3]([N:7]2[C:18]3[C:10](=[CH:11][N:12]=[C:13]4[C:17]=3[CH:16]=[CH:15][NH:14]4)[N:9]=[N:8]2)[CH2:2]1.[C:19]([CH2:21][C:22](O)=[O:23])#[N:20].ON1C2C=CC=CC=2N=N1.Cl.C(N=C=NCCCN(C)C)C. The catalyst is C(Cl)Cl.CN(C)C1C=CN=CC=1. The product is [O:23]=[C:22]([N:1]1[CH2:6][CH2:5][CH2:4][C@@H:3]([N:7]2[C:18]3[C:10](=[CH:11][N:12]=[C:13]4[C:17]=3[CH:16]=[CH:15][NH:14]4)[N:9]=[N:8]2)[CH2:2]1)[CH2:21][C:19]#[N:20]. The yield is 0.920. (5) The reactants are [C:1]([C:5]1[CH:21]=[CH:20][C:8]([C:9]([NH:11][C:12]2[CH:16]=[CH:15][S:14][C:13]=2[C:17]([OH:19])=[O:18])=O)=[CH:7][CH:6]=1)([CH3:4])([CH3:3])[CH3:2].C(Cl)(=O)C(Cl)=O.N1C=CC=CC=1. The catalyst is ClCCl. The product is [C:1]([C:5]1[CH:21]=[CH:20][C:8]([C:9]2[O:18][C:17](=[O:19])[C:13]3[S:14][CH:15]=[CH:16][C:12]=3[N:11]=2)=[CH:7][CH:6]=1)([CH3:4])([CH3:3])[CH3:2]. The yield is 0.960. (6) The reactants are [CH:1]([C@@H:4](/[CH:40]=[C:41](\[CH3:47])/[C:42]([O:44]CC)=[O:43])[N:5]([CH3:39])[C:6](=[O:38])[C@H:7]([CH2:30][CH2:31][C:32]1[CH:37]=[CH:36][CH:35]=[CH:34][CH:33]=1)[NH:8][C:9](=[O:29])[C@H:10]([C:20]([CH3:28])([C:22]1[CH:27]=[CH:26][CH:25]=[CH:24][CH:23]=1)[CH3:21])[N:11](C)[C:12](=O)OC(C)(C)C)([CH3:3])[CH3:2].[OH-].[Li+].C([C@@H](/C=C(\C)/C(O)=O)N(C)C(=O)[C@H](CCC1C=CC=CC=1)NC(=O)[C@H](C(C)(C1C=CC=CC=1)C)N(C)C(=O)OC(C)(C)C)(C)C.[ClH:95]. The catalyst is O.CO. The product is [ClH:95].[CH3:47]/[C:41](=[CH:40]\[C@@H:4]([N:5]([CH3:39])[C:6](=[O:38])[C@@H:7]([NH:8][C:9](=[O:29])[C@@H:10]([NH:11][CH3:12])[C:20]([CH3:21])([C:22]1[CH:23]=[CH:24][CH:25]=[CH:26][CH:27]=1)[CH3:28])[CH2:30][CH2:31][C:32]1[CH:37]=[CH:36][CH:35]=[CH:34][CH:33]=1)[CH:1]([CH3:3])[CH3:2])/[C:42]([OH:44])=[O:43]. The yield is 1.00.